From a dataset of Experimentally validated miRNA-target interactions with 360,000+ pairs, plus equal number of negative samples. Binary Classification. Given a miRNA mature sequence and a target amino acid sequence, predict their likelihood of interaction. (1) The miRNA is hsa-miR-1301-3p with sequence UUGCAGCUGCCUGGGAGUGACUUC. The protein sequence of the target gene is MSVDMNSQGSDSNEEDYDPNCEEEEEEEEDDPGDIEDYYVGVASDVEQQGADAFDPEEYQFTCLTYKESEGALNEHMTSLASVLKVSHSVAKLILVNFHWQVSEILDRYKSNSAQLLVEARVQPNPSKHVPTSHPPHHCAVCMQFVRKENLLSLACQHQFCRSCWEQHCSVLVKDGVGVGVSCMAQDCPLRTPEDFVFPLLPNEELREKYRRYLFRDYVESHYQLQLCPGADCPMVIRVQEPRARRVQCNRCNEVFCFKCRQMYHAPTDCATIRKWLTKCADDSETANYISAHTKDCPKC.... Result: 1 (interaction). (2) Result: 0 (no interaction). The miRNA is hsa-miR-6874-3p with sequence CAGUUCUGCUGUUCUGACUCUAG. The protein sequence of the target gene is MFTVSQTSRAWFIDRARQAREERLVQKERERSAVTIQALVRSFLCRRRLHRDIRKEIDEFFSADESGSSKRSALCIFKIARRLLFICKTTEDSERLEKLCRSILNSMDAENEPKVWYVSLALSKDLTLLWIKQIKSILWHCCELLGQLKPEILQDSRLITLYLTMLVTFTDTSTWKILRGKGESLRPALNHICANIMGHLNQRGLYSVLQVLLTRGLARPRPCLSKGMLTAAFSLALRPVVAAQFSDNLMRPFIIHVMSVPALVAHLSTVAPERLGVLESHDMLRKFIVFLRDRDRCRDA.... (3) The miRNA is hsa-miR-875-5p with sequence UAUACCUCAGUUUUAUCAGGUG. The protein sequence of the target gene is MEPPAAKRSRGCPAGPEERDAGAGAARGRGRPEALLDLSAKRVAESWAFEQVEERFSRVPEPVQKRIVFWSFPRSEREICMYSSLGYPPPEGEHDARVPFTRGLHLLQSGAVDRVLQVGFHLSGNIREPGSPGEPERLYHVSISFDRCKITSVSCGCDNRDLFYCAHVVALSLYRIRHAHQVELRLPISETLSQMNRDQLQKFVQYLISAHHTEVLPTAQRLADEILLLGSEINLVNGAPDPTAGAGIEDANCWHLDEEQIQEQVKQLLSNGGYYGASQQLRSMFSKVREMLRMRDSNGA.... Result: 0 (no interaction). (4) The miRNA is mmu-miR-3098-5p with sequence UCCUAACAGCAGGAGUAGGAGC. The protein sequence of the target gene is MRHTGSWKLWTWVTTFLLPACTCLTVRDKPETTCPTLRTERYQDDRNKSELSGFDLGESFALRHAFCEGDKTCFKLGSVLLIRDTVKIFPKGLPEEYAIAVMFRVRRSTKKERWFLWKILNQQNMAQISVVIDGTKKVVEFMFRGAEGDLLNYVFKNRELRPLFDRQWHKLGIGVQSRVLSLYMDCNLIASRHTEEKNSVDFQGRTIIAARASDGKPVDIELHQLRIYCNANFLAEESCCNLSPTKCPEQDDFGSTTSSWGTSNTGKMSSYLPGKQELKDTCQCIPNKEEAGLPGTLRSI.... Result: 0 (no interaction). (5) Result: 0 (no interaction). The miRNA is hsa-miR-761 with sequence GCAGCAGGGUGAAACUGACACA. The protein sequence of the target gene is MTSHSTSAQCSASDSACRISSEQISQVRPKLQLLKILHAAGAQGEVFTMKEVMHYLGQYIMVKQLYDQQEQHMVYCGGDLLGDLLGCQSFSVKDPSPLYDMLRKNLVTSASINTDAAQTLALAQDHTMDFPSQDRLKHGATEYSNPRKRTEEEDTHTLPTSRHKCRDSRADEDLIEHLSQDETSRLDLDFEEWDVAGLPWWFLGNLRNNCIPKSNGSTDLQTNQDIGTAIVSDTTDDLWFLNETVSEQLGVGIKVEAANSEQTSEVGKTSNKKTVEVGKDDDLEDSRSLSDDTDVELTSE....